Dataset: Peptide-MHC class I binding affinity with 185,985 pairs from IEDB/IMGT. Task: Regression. Given a peptide amino acid sequence and an MHC pseudo amino acid sequence, predict their binding affinity value. This is MHC class I binding data. (1) The peptide sequence is AEAAGRRLA. The MHC is Patr-B2401 with pseudo-sequence Patr-B2401. The binding affinity (normalized) is 0. (2) The peptide sequence is CVRLNNPVIL. The MHC is HLA-A02:06 with pseudo-sequence HLA-A02:06. The binding affinity (normalized) is 0.00949.